Dataset: Catalyst prediction with 721,799 reactions and 888 catalyst types from USPTO. Task: Predict which catalyst facilitates the given reaction. (1) Reactant: Cl[CH:2]([CH2:5][C:6]1[CH:7]=[C:8]2[C:13](=[CH:14][CH:15]=1)[N:12]=[CH:11][CH:10]=[N:9]2)[CH:3]=O.[Br:16][C:17]1[CH:22]=[CH:21][C:20]([C:23]2[N:28]=[N:27][C:26]([NH2:29])=[N:25][CH:24]=2)=[CH:19][C:18]=1[F:30]. Product: [Br:16][C:17]1[CH:22]=[CH:21][C:20]([C:23]2[CH:24]=[N:25][C:26]3[N:27]([C:2]([CH2:5][C:6]4[CH:7]=[C:8]5[C:13](=[CH:14][CH:15]=4)[N:12]=[CH:11][CH:10]=[N:9]5)=[CH:3][N:29]=3)[N:28]=2)=[CH:19][C:18]=1[F:30]. The catalyst class is: 107. (2) Reactant: [Cl:1][C:2]1[N:7]=[C:6]([CH:8]([OH:10])[CH3:9])[CH:5]=[N:4][CH:3]=1. Product: [Cl:1][C:2]1[N:7]=[C:6]([C:8](=[O:10])[CH3:9])[CH:5]=[N:4][CH:3]=1. The catalyst class is: 2.